From a dataset of Full USPTO retrosynthesis dataset with 1.9M reactions from patents (1976-2016). Predict the reactants needed to synthesize the given product. (1) Given the product [CH2:1]([S:8][C:9]1[CH:10]=[CH:11][C:12]([CH:15]=[O:16])=[CH:13][CH:14]=1)[C:2]1[CH:3]=[CH:4][CH:5]=[CH:6][CH:7]=1, predict the reactants needed to synthesize it. The reactants are: [CH2:1]([S:8][C:9]1[CH:14]=[CH:13][C:12]([CH:15]2OCC[O:16]2)=[CH:11][CH:10]=1)[C:2]1[CH:7]=[CH:6][CH:5]=[CH:4][CH:3]=1.O1CCCC1.Cl.C(=O)([O-])O.[Na+]. (2) Given the product [CH:12]1([CH2:15][NH:11][CH2:10][CH2:9][C:3]2[CH:4]=[C:5]([CH3:8])[CH:6]=[CH:7][C:2]=2[CH3:1])[CH2:14][CH2:13]1, predict the reactants needed to synthesize it. The reactants are: [CH3:1][C:2]1[CH:7]=[CH:6][C:5]([CH3:8])=[CH:4][C:3]=1[CH2:9][CH2:10][NH2:11].[CH:12]1([CH:15]=O)[CH2:14][CH2:13]1. (3) Given the product [CH3:3][C:4]1([CH3:13])[C:8](=[O:9])[CH2:7][CH2:6][C:5]1=[O:10], predict the reactants needed to synthesize it. The reactants are: [OH-].[K+].[CH3:3][CH:4]1[C:8](=[O:9])[CH2:7][CH2:6][C:5]1=[O:10].CI.[CH2:13](OCC)C.